From a dataset of Reaction yield outcomes from USPTO patents with 853,638 reactions. Predict the reaction yield, written as a fraction of the theoretical maximum amount of product (1.0 means a 100% yield; for example, 0.34 means a 34% yield). The reactants are [O:1]1[C:5]2[C:6](=[O:10])[NH:7][CH:8]=[CH:9][C:4]=2[CH:3]=[CH:2]1.C1C(=O)N([Br:18])C(=O)C1.O. The catalyst is CN(C=O)C. The product is [Br:18][C:9]1[C:4]2[CH:3]=[CH:2][O:1][C:5]=2[C:6](=[O:10])[NH:7][CH:8]=1. The yield is 0.380.